From a dataset of Reaction yield outcomes from USPTO patents with 853,638 reactions. Predict the reaction yield, written as a fraction of the theoretical maximum amount of product (1.0 means a 100% yield; for example, 0.34 means a 34% yield). (1) The reactants are [CH3:1][O:2][C:3]1[CH:20]=[CH:19][C:6]2[N:7]=[C:8]([C:10]3[CH:15]=[CH:14][CH:13]=[C:12]([O:16][CH3:17])[C:11]=3Br)[S:9][C:5]=2[CH:4]=1.C(=O)([O-])[O-].[Cs+].[Cs+].C(B(CC)CC)C.C(=O)(O)[O-].[Na+]. The catalyst is CN(C=O)C.ClCCl.[Pd](Cl)Cl.C1(P(C2C=CC=CC=2)[C-]2C=CC=C2)C=CC=CC=1.[C-]1(P(C2C=CC=CC=2)C2C=CC=CC=2)C=CC=C1.[Fe+2]. The product is [CH3:1][O:2][C:3]1[CH:20]=[CH:19][C:6]2[N:7]=[C:8]([C:10]3[CH:15]=[CH:14][CH:13]=[C:12]([O:16][CH3:17])[CH:11]=3)[S:9][C:5]=2[CH:4]=1. The yield is 0.380. (2) The reactants are [Mg].Br[CH2:3][CH2:4][CH2:5][CH2:6][CH2:7][CH2:8][CH2:9][CH2:10][CH3:11].CON(C)[C:15](=[O:25])[CH2:16][CH2:17][CH2:18][CH2:19][CH2:20][CH2:21][CH2:22][CH2:23][CH3:24].Cl. The catalyst is C1COCC1. The product is [CH3:11][CH2:10][CH2:9][CH2:8][CH2:7][CH2:6][CH2:5][CH2:4][CH2:3][C:15](=[O:25])[CH2:16][CH2:17][CH2:18][CH2:19][CH2:20][CH2:21][CH2:22][CH2:23][CH3:24]. The yield is 0.950. (3) The reactants are Br[C:2]1[CH:3]=[CH:4][C:5]2[N:6]([C:8]([CH3:13])([CH3:12])[C:9](=[O:11])[N:10]=2)[CH:7]=1.[CH3:14][O:15][C:16]1[CH:17]=[C:18](B(O)O)[CH:19]=[CH:20][CH:21]=1. No catalyst specified. The product is [CH3:14][O:15][C:16]1[CH:21]=[C:20]([C:2]2[CH:3]=[CH:4][C:5]3[N:6]([C:8]([CH3:13])([CH3:12])[C:9](=[O:11])[N:10]=3)[CH:7]=2)[CH:19]=[CH:18][CH:17]=1. The yield is 0.540.